Predict the reactants needed to synthesize the given product. From a dataset of Full USPTO retrosynthesis dataset with 1.9M reactions from patents (1976-2016). (1) Given the product [ClH:13].[ClH:13].[NH:12]1[CH2:3][CH2:4][CH:5]([C:66]([N:35]2[CH2:36][CH2:37][N:32]([C:30](=[O:31])[C:29]3[CH:28]=[CH:27][C:26](/[CH:25]=[CH:24]/[C:17]4[C:18]5[C:23](=[CH:22][CH:21]=[CH:20][CH:19]=5)[NH:15][N:16]=4)=[CH:39][CH:38]=3)[CH2:33][CH2:34]2)=[O:67])[CH2:6][CH2:1]1, predict the reactants needed to synthesize it. The reactants are: [C:1]1([NH2:12])[C:6](F)=[C:5](F)[C:4](F)=[C:3](N)C=1F.[ClH:13].Cl.[NH:15]1[C:23]2[C:18](=[CH:19][CH:20]=[CH:21][CH:22]=2)[C:17](/[CH:24]=[CH:25]/[C:26]2[CH:39]=[CH:38][C:29]([C:30]([N:32]3[CH2:37][CH2:36][NH:35][CH2:34][CH2:33]3)=[O:31])=[CH:28][CH:27]=2)=[N:16]1.O.ON1C2C=CC=CC=2N=N1.Cl.C(N=C=NCCCN(C)C)C.CN1CC[O:67][CH2:66]C1.Cl.CO. (2) Given the product [NH2:30][CH2:29][C@H:28]([N:22]1[CH2:21][C:20]2[C:24](=[CH:25][CH:26]=[C:18]([C:6]3[N:2]([CH3:1])[N:3]=[CH:4][C:5]=3[Cl:16])[CH:19]=2)[C:23]1=[O:27])[C:38]1[CH:39]=[CH:40][CH:41]=[CH:42][CH:43]=1, predict the reactants needed to synthesize it. The reactants are: [CH3:1][N:2]1[C:6](B2OC(C)(C)C(C)(C)O2)=[C:5]([Cl:16])[CH:4]=[N:3]1.Br[C:18]1[CH:19]=[C:20]2[C:24](=[CH:25][CH:26]=1)[C:23](=[O:27])[N:22]([C@@H:28]([C:38]1[CH:43]=[CH:42][CH:41]=[CH:40][CH:39]=1)[CH2:29][NH:30]C(=O)OC(C)(C)C)[CH2:21]2.C(N(CC)C(C)C)(C)C.